This data is from Full USPTO retrosynthesis dataset with 1.9M reactions from patents (1976-2016). The task is: Predict the reactants needed to synthesize the given product. (1) Given the product [O:8]=[C:1]1[CH2:6][CH2:5][CH2:4][C:3]([NH:9][CH2:10][C:11]([O:13][C:14]([CH3:17])([CH3:16])[CH3:15])=[O:12])=[CH:2]1, predict the reactants needed to synthesize it. The reactants are: [C:1]1(=[O:8])[CH2:6][CH2:5][CH2:4][C:3](=O)[CH2:2]1.[NH2:9][CH2:10][C:11]([O:13][C:14]([CH3:17])([CH3:16])[CH3:15])=[O:12].O.C1(C)C=CC(S(O)(=O)=O)=CC=1.O. (2) Given the product [C:1]([C:5]1[CH:6]=[CH:7][C:8]([S:11]([CH:14]2[CH2:20][C:19]3[CH:21]=[CH:22][CH:23]=[CH:24][C:18]=3[N:17]([CH2:38][C:34]3[NH:33][CH:37]=[CH:36][N:35]=3)[N:16]([CH2:25][CH2:26][C:27]3[CH:28]=[CH:29][CH:30]=[CH:31][CH:32]=3)[CH2:15]2)(=[O:13])=[O:12])=[CH:9][CH:10]=1)([CH3:4])([CH3:2])[CH3:3], predict the reactants needed to synthesize it. The reactants are: [C:1]([C:5]1[CH:10]=[CH:9][C:8]([S:11]([CH:14]2[CH2:20][C:19]3[CH:21]=[CH:22][CH:23]=[CH:24][C:18]=3[NH:17][N:16]([CH2:25][CH2:26][C:27]3[CH:32]=[CH:31][CH:30]=[CH:29][CH:28]=3)[CH2:15]2)(=[O:13])=[O:12])=[CH:7][CH:6]=1)([CH3:4])([CH3:3])[CH3:2].[NH:33]1[CH:37]=[CH:36][N:35]=[C:34]1[CH:38]=O.C(O[BH-](OC(=O)C)OC(=O)C)(=O)C.[Na+].[OH-].[NH4+].